This data is from Full USPTO retrosynthesis dataset with 1.9M reactions from patents (1976-2016). The task is: Predict the reactants needed to synthesize the given product. (1) Given the product [Cl:23][C:12]1[N:11]=[CH:10][C:9]2[O:8][C:5]3[C:4]([C:15]4([CH2:16][O:17][CH2:18][CH2:19][C:20]([NH2:22])=[N:21]4)[C:14]=2[CH:13]=1)=[CH:3][C:2]([C:30]1[C:25]([F:24])=[N:26][CH:27]=[CH:28][CH:29]=1)=[CH:7][CH:6]=3, predict the reactants needed to synthesize it. The reactants are: Br[C:2]1[CH:3]=[C:4]2[C:15]3([CH2:16][O:17][CH2:18][CH2:19][C:20]([NH2:22])=[N:21]3)[C:14]3[CH:13]=[C:12]([Cl:23])[N:11]=[CH:10][C:9]=3[O:8][C:5]2=[CH:6][CH:7]=1.[F:24][C:25]1[C:30](B(O)O)=[CH:29][CH:28]=[CH:27][N:26]=1.P([O-])([O-])([O-])=O.[K+].[K+].[K+]. (2) Given the product [CH2:34]([O:41][C:42]([NH:44][CH2:45][CH2:46][CH2:47][C@@H:48]([C:57]([NH:90][C@H:73]([C:74]([NH:76][CH2:77][CH2:78][NH:79][C:80]([O:82][CH2:83][C:84]1[CH:85]=[CH:86][CH:87]=[CH:88][CH:89]=1)=[O:81])=[O:75])[CH2:72][CH2:71][CH2:70][NH:69][C:68]([O:67][CH2:60][C:61]1[CH:66]=[CH:65][CH:64]=[CH:63][CH:62]=1)=[O:91])=[O:59])[NH:49][C:50]([O:52][C:53]([CH3:54])([CH3:55])[CH3:56])=[O:51])=[O:43])[C:35]1[CH:36]=[CH:37][CH:38]=[CH:39][CH:40]=1, predict the reactants needed to synthesize it. The reactants are: CN(C(ON1N=NC2C=CC=NC1=2)=[N+](C)C)C.F[P-](F)(F)(F)(F)F.C(N(CC)C(C)C)(C)C.[CH2:34]([O:41][C:42]([NH:44][CH2:45][CH2:46][CH2:47][C@@H:48]([C:57]([OH:59])=O)[NH:49][C:50]([O:52][C:53]([CH3:56])([CH3:55])[CH3:54])=[O:51])=[O:43])[C:35]1[CH:40]=[CH:39][CH:38]=[CH:37][CH:36]=1.[CH2:60]([O:67][C:68](=[O:91])[NH:69][CH2:70][CH2:71][CH2:72][C@H:73]([NH2:90])[C:74]([NH:76][CH2:77][CH2:78][NH:79][C:80]([O:82][CH2:83][C:84]1[CH:89]=[CH:88][CH:87]=[CH:86][CH:85]=1)=[O:81])=[O:75])[C:61]1[CH:66]=[CH:65][CH:64]=[CH:63][CH:62]=1. (3) Given the product [OH:16][CH2:15][C:3]1([CH2:2][O:1][C:33](=[S:34])[NH:32][C:28]2[CH:29]=[CH:30][CH:31]=[C:26]([C:25]([F:24])([F:35])[F:36])[CH:27]=2)[CH2:9][CH2:8][S:7][C:6]2[CH:10]=[CH:11][CH:12]=[CH:13][C:5]=2[C:4]1=[O:14], predict the reactants needed to synthesize it. The reactants are: [OH:1][CH2:2][C:3]1([CH2:15][OH:16])[CH2:9][CH2:8][S:7][C:6]2[CH:10]=[CH:11][CH:12]=[CH:13][C:5]=2[C:4]1=[O:14].C(N(CC)CC)C.[F:24][C:25]([F:36])([F:35])[C:26]1[CH:27]=[C:28]([N:32]=[C:33]=[S:34])[CH:29]=[CH:30][CH:31]=1. (4) Given the product [CH3:26][O:25][C:14]1[CH:15]=[CH:16][C:17]([N:19]2[CH2:24][CH2:23][O:22][CH2:21][CH2:20]2)=[CH:18][C:13]=1[NH:12][C:10]([NH2:9])=[S:11], predict the reactants needed to synthesize it. The reactants are: C([NH:9][C:10]([NH:12][C:13]1[CH:18]=[C:17]([N:19]2[CH2:24][CH2:23][O:22][CH2:21][CH2:20]2)[CH:16]=[CH:15][C:14]=1[O:25][CH3:26])=[S:11])(=O)C1C=CC=CC=1.C[O-].[Na+]. (5) The reactants are: [Cl:1][C:2]1[CH:3]=[CH:4][C:5]([C@:8]([C:21]2[CH:26]=[C:25]([C:27]([F:30])([F:29])[F:28])[CH:24]=[C:23]([F:31])[CH:22]=2)([NH:14][S@@](C(C)(C)C)=O)[CH2:9][C:10]([O:12][CH3:13])=[O:11])=[N:6][CH:7]=1.Cl. Given the product [NH2:14][C@:8]([C:5]1[CH:4]=[CH:3][C:2]([Cl:1])=[CH:7][N:6]=1)([C:21]1[CH:26]=[C:25]([C:27]([F:28])([F:30])[F:29])[CH:24]=[C:23]([F:31])[CH:22]=1)[CH2:9][C:10]([O:12][CH3:13])=[O:11], predict the reactants needed to synthesize it. (6) Given the product [CH3:18][C:10]([CH3:19])([CH2:11][N:12]1[CH2:17][CH2:16][N:22]([CH3:21])[CH2:14][CH2:13]1)[C:9]([O:8][CH2:1][C:2]1[CH:7]=[CH:6][CH:5]=[CH:4][CH:3]=1)=[O:20], predict the reactants needed to synthesize it. The reactants are: [CH2:1]([O:8][C:9](=[O:20])[C:10]([CH3:19])([CH3:18])[CH2:11][N:12]1[CH2:17][CH2:16]C[CH2:14][CH2:13]1)[C:2]1[CH:7]=[CH:6][CH:5]=[CH:4][CH:3]=1.[CH3:21][N:22]1CCNCC1. (7) Given the product [Br:5][C:6]1[CH:11]=[CH:10][C:9]([C:19]2[CH:18]=[CH:17][CH:16]=[C:15]([Cl:14])[CH:20]=2)=[C:8]([CH3:13])[CH:7]=1, predict the reactants needed to synthesize it. The reactants are: O.[OH-].[Ba+2].[OH-].[Br:5][C:6]1[CH:11]=[CH:10][C:9](I)=[C:8]([CH3:13])[CH:7]=1.[Cl:14][C:15]1[CH:16]=[C:17](B(O)O)[CH:18]=[CH:19][CH:20]=1. (8) Given the product [CH3:23][O:22][C:17]1[CH:18]=[CH:19][CH:20]=[CH:21][C:16]=1[C:14]1[N:15]=[C:11]([CH2:10][CH2:9][CH2:8][CH2:7][C:6]([OH:24])=[O:5])[S:12][CH:13]=1, predict the reactants needed to synthesize it. The reactants are: O[Li].O.C[O:5][C:6](=[O:24])[CH2:7][CH2:8][CH2:9][CH2:10][C:11]1[S:12][CH:13]=[C:14]([C:16]2[CH:21]=[CH:20][CH:19]=[CH:18][C:17]=2[O:22][CH3:23])[N:15]=1.Cl. (9) Given the product [N:1]1[CH:2]=[CH:3][N:4]2[C:9]=1[CH:8]=[CH:7][C:6]([NH:10][C:19]([N:41]1[CH2:42][CH2:43][N:38]([C:36]3[S:35][N:34]=[C:33]([C:27]4[CH:32]=[CH:31][CH:30]=[CH:29][CH:28]=4)[N:37]=3)[CH2:39][CH2:40]1)=[O:21])=[N:5]2, predict the reactants needed to synthesize it. The reactants are: [N:1]1[CH:2]=[CH:3][N:4]2[C:9]=1[CH:8]=[CH:7][C:6]([N:10]([C:19]([O:21]CC(Cl)(Cl)Cl)=O)C(OCC(Cl)(Cl)Cl)=O)=[N:5]2.[C:27]1([C:33]2[N:37]=[C:36]([N:38]3[CH2:43][CH2:42][NH:41][CH2:40][CH2:39]3)[S:35][N:34]=2)[CH:32]=[CH:31][CH:30]=[CH:29][CH:28]=1.C(N(C(C)C)CC)(C)C.O. (10) Given the product [CH2:16]([S:23]([NH:26][C:27]([CH:29]1[CH2:34][CH2:33][N:32]([C:2]2[C:7]([Cl:8])=[CH:6][C:5]([C:9]3[O:10][C:11]([CH2:14][CH3:15])=[CH:12][N:13]=3)=[CH:4][N:3]=2)[CH2:31][CH2:30]1)=[O:28])(=[O:24])=[O:25])[C:17]1[CH:18]=[CH:19][CH:20]=[CH:21][CH:22]=1, predict the reactants needed to synthesize it. The reactants are: Cl[C:2]1[C:7]([Cl:8])=[CH:6][C:5]([C:9]2[O:10][C:11]([CH2:14][CH3:15])=[CH:12][N:13]=2)=[CH:4][N:3]=1.[CH2:16]([S:23]([NH:26][C:27]([CH:29]1[CH2:34][CH2:33][NH:32][CH2:31][CH2:30]1)=[O:28])(=[O:25])=[O:24])[C:17]1[CH:22]=[CH:21][CH:20]=[CH:19][CH:18]=1.CCN(C(C)C)C(C)C.[NH4+].[Cl-].